This data is from Catalyst prediction with 721,799 reactions and 888 catalyst types from USPTO. The task is: Predict which catalyst facilitates the given reaction. (1) Reactant: [C:1]([NH:8][C@H:9]([C:11](N)=O)[CH3:10])([O:3][C:4]([CH3:7])([CH3:6])[CH3:5])=[O:2].F[B-](F)(F)F.C([O+](CC)CC)C.[F:26][C:27]1[CH:28]=[C:29]([NH:34][C:35]2[CH:40]=[CH:39][CH:38]=[CH:37][N:36]=2)[C:30]([NH2:33])=[CH:31][CH:32]=1. Product: [C:4]([O:3][C:1](=[O:2])[NH:8][C@H:9]([C:10]1[N:34]([C:35]2[CH:40]=[CH:39][CH:38]=[CH:37][N:36]=2)[C:29]2[CH:28]=[C:27]([F:26])[CH:32]=[CH:31][C:30]=2[N:33]=1)[CH3:11])([CH3:7])([CH3:6])[CH3:5]. The catalyst class is: 1. (2) Reactant: [CH3:1][O:2][C:3]1[C:8]([O:9][CH3:10])=[CH:7][CH:6]=[CH:5][C:4]=1[CH:11]([CH:13]1[CH2:18][CH2:17][NH:16][CH2:15][CH2:14]1)[OH:12].[F:19][C:20]1[CH:25]=[CH:24][C:23]([CH2:26][CH2:27]Br)=[CH:22][CH:21]=1.C(=O)([O-])[O-].[K+].[K+]. Product: [CH3:1][O:2][C:3]1[C:8]([O:9][CH3:10])=[CH:7][CH:6]=[CH:5][C:4]=1[CH:11]([CH:13]1[CH2:14][CH2:15][N:16]([CH2:27][CH2:26][C:23]2[CH:24]=[CH:25][C:20]([F:19])=[CH:21][CH:22]=2)[CH2:17][CH2:18]1)[OH:12]. The catalyst class is: 3.